This data is from Forward reaction prediction with 1.9M reactions from USPTO patents (1976-2016). The task is: Predict the product of the given reaction. (1) Given the reactants [F:1][C:2]1[CH:3]=[CH:4][C:5]([O:10][C:11]2[CH:16]=[CH:15][CH:14]=[CH:13][CH:12]=2)=[C:6]([CH:9]=1)[CH:7]=[O:8].[BH4-].[Na+], predict the reaction product. The product is: [F:1][C:2]1[CH:3]=[CH:4][C:5]([O:10][C:11]2[CH:12]=[CH:13][CH:14]=[CH:15][CH:16]=2)=[C:6]([CH2:7][OH:8])[CH:9]=1. (2) Given the reactants [Br:1][C:2]1[CH:3]=[C:4]([C:8]2[CH:13]=[C:12]([C:14](O)([CH3:16])[CH3:15])[N:11]=[C:10]([C:18]3[CH:23]=[CH:22][CH:21]=[CH:20][N:19]=3)[CH:9]=2)[CH:5]=[N:6][CH:7]=1.[OH-:24].[Na+].[C:26](#[N:28])[CH3:27], predict the reaction product. The product is: [Br:1][C:2]1[CH:3]=[C:4]([C:8]2[CH:13]=[C:12]([C:14]([NH:28][C:26](=[O:24])[CH3:27])([CH3:16])[CH3:15])[N:11]=[C:10]([C:18]3[CH:23]=[CH:22][CH:21]=[CH:20][N:19]=3)[CH:9]=2)[CH:5]=[N:6][CH:7]=1. (3) Given the reactants [OH-].[Na+].[NH2:3][C@H:4]([C:8]([OH:10])=[O:9])[C@@H:5]([CH3:7])[OH:6].C(=O)([O-])[O-].[Na+].[Na+].Cl[C:18]([O:20][CH3:21])=[O:19], predict the reaction product. The product is: [OH:6][C@H:5]([CH3:7])[C@H:4]([NH:3][C:18]([O:20][CH3:21])=[O:19])[C:8]([OH:10])=[O:9].